Predict the reactants needed to synthesize the given product. From a dataset of Full USPTO retrosynthesis dataset with 1.9M reactions from patents (1976-2016). (1) Given the product [N:33]1([CH2:17][C:16]2[CH:19]=[CH:20][C:13]([C:11]([N:9]3[CH2:8][CH2:7][N:6]4[C:2](=[O:1])[O:3][C:4]([C:27]5[CH:28]=[CH:29][CH:30]=[CH:31][CH:32]=5)([C:21]5[CH:22]=[CH:23][CH:24]=[CH:25][CH:26]=5)[CH:5]4[CH2:10]3)=[O:12])=[CH:14][CH:15]=2)[CH2:34][CH:35]=[CH:36][CH2:37][CH2:38]1, predict the reactants needed to synthesize it. The reactants are: [O:1]=[C:2]1[N:6]2[CH2:7][CH2:8][N:9]([C:11]([C:13]3[CH:20]=[CH:19][C:16]([CH:17]=O)=[CH:15][CH:14]=3)=[O:12])[CH2:10][CH:5]2[C:4]([C:27]2[CH:32]=[CH:31][CH:30]=[CH:29][CH:28]=2)([C:21]2[CH:26]=[CH:25][CH:24]=[CH:23][CH:22]=2)[O:3]1.[NH:33]1[CH2:38][CH:37]=[CH:36][CH2:35][CH2:34]1.C(O[BH-](OC(=O)C)OC(=O)C)(=O)C.[Na+]. (2) Given the product [F:1][C:2]([F:12])([F:13])[CH2:3][O:4][C:5]1[CH:11]=[CH:10][CH:9]=[CH:8][C:6]=1[N:7]1[CH2:20][CH2:19][NH:18][CH2:17][CH2:16]1, predict the reactants needed to synthesize it. The reactants are: [F:1][C:2]([F:13])([F:12])[CH2:3][O:4][C:5]1[CH:11]=[CH:10][CH:9]=[CH:8][C:6]=1[NH2:7].Cl.Cl[CH2:16][CH2:17][NH:18][CH2:19][CH2:20]Cl.[OH-].[Na+].